From a dataset of Reaction yield outcomes from USPTO patents with 853,638 reactions. Predict the reaction yield, written as a fraction of the theoretical maximum amount of product (1.0 means a 100% yield; for example, 0.34 means a 34% yield). The reactants are O[C:2]12[CH2:21][CH:20]([O:22][CH3:23])[CH2:19][CH:3]1[NH:4][C:5]([C:7]1[C:8]([CH3:18])=[CH:9][C:10]([CH3:17])=[C:11]([CH:16]=1)[C:12]([O:14][CH3:15])=[O:13])=[N:6]2.C1(C)C=CC(S(O)(=O)=O)=CC=1. The catalyst is CN(C)C=O. The product is [CH3:23][O:22][CH:20]1[CH2:21][C:2]2[NH:6][C:5]([C:7]3[C:8]([CH3:18])=[CH:9][C:10]([CH3:17])=[C:11]([CH:16]=3)[C:12]([O:14][CH3:15])=[O:13])=[N:4][C:3]=2[CH2:19]1. The yield is 0.660.